Dataset: Aqueous solubility values for 9,982 compounds from the AqSolDB database. Task: Regression/Classification. Given a drug SMILES string, predict its absorption, distribution, metabolism, or excretion properties. Task type varies by dataset: regression for continuous measurements (e.g., permeability, clearance, half-life) or binary classification for categorical outcomes (e.g., BBB penetration, CYP inhibition). For this dataset (solubility_aqsoldb), we predict Y. (1) The Y is -4.79 log mol/L. The compound is Clc1ccc(Oc2ccccc2)cc1. (2) The drug is N#CCCN(CCC#N)c1ccc(N=Nc2c(Cl)cc([N+](=O)[O-])cc2Cl)cc1. The Y is -7.12 log mol/L. (3) The drug is O=C(O)c1ccncc1. The Y is -1.38 log mol/L. (4) The molecule is CCCOC(=O)CC. The Y is -0.820 log mol/L.